From a dataset of Catalyst prediction with 721,799 reactions and 888 catalyst types from USPTO. Predict which catalyst facilitates the given reaction. (1) Reactant: [C:1]([C:3]1[CH:4]=[C:5]([CH:24]=[CH:25][CH:26]=1)[O:6][CH2:7][N:8]1[C:16]2[C:11](=[CH:12][CH:13]=[C:14]([NH:17][C:18](=[O:23])[CH2:19][C:20](=O)[CH3:21])[CH:15]=2)[CH:10]=[CH:9]1)#[N:2].[NH3:27]. Product: [NH2:27]/[C:20](/[CH3:21])=[CH:19]\[C:18]([NH:17][C:14]1[CH:15]=[C:16]2[C:11]([CH:10]=[CH:9][N:8]2[CH2:7][O:6][C:5]2[CH:24]=[CH:25][CH:26]=[C:3]([C:1]#[N:2])[CH:4]=2)=[CH:12][CH:13]=1)=[O:23]. The catalyst class is: 5. (2) Reactant: [CH3:1][O:2][C:3]1[CH:4]=[C:5]2[C:9](=[CH:10][CH:11]=1)[NH:8][C:7]([C:12]([N:14]1[CH2:19][CH2:18][CH2:17][C@H:16]([CH3:20])[CH2:15]1)=[O:13])=[CH:6]2.[Mg].Cl.O. Product: [CH3:1][O:2][C:3]1[CH:4]=[C:5]2[C:9](=[CH:10][CH:11]=1)[NH:8][CH:7]([C:12]([N:14]1[CH2:19][CH2:18][CH2:17][C@H:16]([CH3:20])[CH2:15]1)=[O:13])[CH2:6]2. The catalyst class is: 5. (3) Reactant: [Br:1][C:2]1[CH:3]=[C:4]([CH:6]=[CH:7][CH:8]=1)[NH2:5].[CH:9]1[CH:14]=[CH:13][C:12]([O:15][C:16](OC2C=CC=CC=2)=[N:17][C:18]#[N:19])=[CH:11][CH:10]=1. Product: [Br:1][C:2]1[CH:3]=[C:4]([NH:5]/[C:16](=[N:17]/[C:18]#[N:19])/[O:15][C:12]2[CH:13]=[CH:14][CH:9]=[CH:10][CH:11]=2)[CH:6]=[CH:7][CH:8]=1. The catalyst class is: 10. (4) Reactant: C([O:3][C:4]([C:6]1[C:7](Cl)=[N:8][C:9]2[C:14]([C:15]=1[C:16]1[CH:21]=[CH:20][CH:19]=[CH:18][CH:17]=1)=[CH:13][C:12]([N+:22]([O-:24])=[O:23])=[CH:11][CH:10]=2)=[O:5])C.[OH-].[K+].Cl.[CH2:29]([OH:31])[CH3:30]. Product: [CH2:29]([O:31][C:7]1[C:6]([C:4]([OH:5])=[O:3])=[C:15]([C:16]2[CH:21]=[CH:20][CH:19]=[CH:18][CH:17]=2)[C:14]2[C:9](=[CH:10][CH:11]=[C:12]([N+:22]([O-:24])=[O:23])[CH:13]=2)[N:8]=1)[CH3:30]. The catalyst class is: 6. (5) Reactant: [CH2:1]([O:8][C:9]1[CH:10]=[C:11]([S:15][C:16]2[CH:21]=[CH:20][C:19]([CH2:22][CH2:23][C:24]([NH:42][C:43]([O:45][C:46]([CH3:49])([CH3:48])[CH3:47])=[O:44])([CH2:33][O:34][Si](C(C)(C)C)(C)C)[CH2:25][O:26][P:27]([O:31][CH3:32])([O:29][CH3:30])=[O:28])=[C:18]([Cl:50])[CH:17]=2)[CH:12]=[CH:13][CH:14]=1)[C:2]1[CH:7]=[CH:6][CH:5]=[CH:4][CH:3]=1.[F-].C([N+](CCCC)(CCCC)CCCC)CCC.O. Product: [CH2:1]([O:8][C:9]1[CH:10]=[C:11]([S:15][C:16]2[CH:21]=[CH:20][C:19]([CH2:22][CH2:23][C:24]([NH:42][C:43]([O:45][C:46]([CH3:48])([CH3:47])[CH3:49])=[O:44])([CH2:33][OH:34])[CH2:25][O:26][P:27]([O:29][CH3:30])([O:31][CH3:32])=[O:28])=[C:18]([Cl:50])[CH:17]=2)[CH:12]=[CH:13][CH:14]=1)[C:2]1[CH:7]=[CH:6][CH:5]=[CH:4][CH:3]=1. The catalyst class is: 1.